This data is from Reaction yield outcomes from USPTO patents with 853,638 reactions. The task is: Predict the reaction yield, written as a fraction of the theoretical maximum amount of product (1.0 means a 100% yield; for example, 0.34 means a 34% yield). The reactants are C[O:2][C:3](=O)[C@@H:4]([N:16]1[C:22](=[O:23])[CH2:21][CH2:20][N:19]([C:24]2[CH:29]=[CH:28][C:27]([Cl:30])=[C:26]([Cl:31])[CH:25]=2)[CH2:18][CH2:17]1)[CH2:5][CH2:6][N:7]1[CH2:14][CH2:13][C:10]2([CH2:12][CH2:11]2)[C@H:9]([OH:15])[CH2:8]1.[Li+].[BH4-].OS([O-])(=O)=O.[K+].C([O-])(O)=O.[Na+]. No catalyst specified. The product is [Cl:31][C:26]1[CH:25]=[C:24]([N:19]2[CH2:20][CH2:21][C:22](=[O:23])[N:16]([C@H:4]([CH2:3][OH:2])[CH2:5][CH2:6][N:7]3[CH2:14][CH2:13][C:10]4([CH2:12][CH2:11]4)[C@H:9]([OH:15])[CH2:8]3)[CH2:17][CH2:18]2)[CH:29]=[CH:28][C:27]=1[Cl:30]. The yield is 0.750.